From a dataset of Reaction yield outcomes from USPTO patents with 853,638 reactions. Predict the reaction yield, written as a fraction of the theoretical maximum amount of product (1.0 means a 100% yield; for example, 0.34 means a 34% yield). (1) The reactants are [C:1]1([CH2:7][O:8][C:9]2[CH:14]=[CH:13][C:12]([C@@H:15]3[NH:19][C@H:18]([C:20]([O:22][CH3:23])=[O:21])[CH2:17][CH2:16]3)=[CH:11][CH:10]=2)[CH:6]=[CH:5][CH:4]=[CH:3][CH:2]=1.[C:24](O[C:24]([O:26][C:27]([CH3:30])([CH3:29])[CH3:28])=[O:25])([O:26][C:27]([CH3:30])([CH3:29])[CH3:28])=[O:25]. The catalyst is C(Cl)Cl. The product is [C:1]1([CH2:7][O:8][C:9]2[CH:14]=[CH:13][C:12]([C@@H:15]3[N:19]([C:24]([O:26][C:27]([CH3:30])([CH3:29])[CH3:28])=[O:25])[C@H:18]([C:20]([O:22][CH3:23])=[O:21])[CH2:17][CH2:16]3)=[CH:11][CH:10]=2)[CH:2]=[CH:3][CH:4]=[CH:5][CH:6]=1. The yield is 0.960. (2) The reactants are [O:1]1[C:5]2([CH2:10][CH2:9][O:8][CH2:7][CH2:6]2)[CH2:4][C:3]([C:11]([OH:13])=O)=[N:2]1.C(Cl)(=O)C(Cl)=O.[F:20][C:21]1[CH:26]=[CH:25][CH:24]=[CH:23][C:22]=1[C:27]1[CH:32]=[CH:31][C:30]([NH2:33])=[C:29]([N+:34]([O-:36])=[O:35])[CH:28]=1.[H-].[Na+]. The catalyst is ClCl.CN(C=O)C.C1COCC1. The product is [F:20][C:21]1[CH:26]=[CH:25][CH:24]=[CH:23][C:22]=1[C:27]1[CH:32]=[CH:31][C:30]([NH:33][C:11]([C:3]2[CH2:4][C:5]3([CH2:6][CH2:7][O:8][CH2:9][CH2:10]3)[O:1][N:2]=2)=[O:13])=[C:29]([N+:34]([O-:36])=[O:35])[CH:28]=1. The yield is 0.760. (3) The reactants are [CH3:1][O:2][C:3]1[CH:8]=[CH:7][C:6]([C:9]2[N:10]([NH2:15])[CH:11]=[CH:12][C:13]=2[CH3:14])=[C:5]([CH3:16])[CH:4]=1.CCO/[C:20](/[CH3:27])=[CH:21]/[C:22](OCC)=[O:23]. The catalyst is C(Cl)(Cl)Cl.C1(C)C=CC(S(O)(=O)=O)=CC=1. The product is [CH3:1][O:2][C:3]1[CH:8]=[CH:7][C:6]([C:9]2[N:10]3[N:15]=[C:20]([CH3:27])[CH:21]=[C:22]([OH:23])[C:11]3=[CH:12][C:13]=2[CH3:14])=[C:5]([CH3:16])[CH:4]=1. The yield is 0.650.